This data is from Reaction yield outcomes from USPTO patents with 853,638 reactions. The task is: Predict the reaction yield, written as a fraction of the theoretical maximum amount of product (1.0 means a 100% yield; for example, 0.34 means a 34% yield). (1) The reactants are O.[NH2:2][NH2:3].[NH2:4][C:5]1[C:12]([I:13])=[CH:11][C:8]([C:9]#[N:10])=[C:7](S(C)=O)[N:6]=1.O. The catalyst is CC(O)C. The product is [I:13][C:12]1[CH:11]=[C:8]2[C:9]([NH2:10])=[N:3][NH:2][C:7]2=[N:6][C:5]=1[NH2:4]. The yield is 0.670. (2) The reactants are C(NC(C)C)(C)C.[C:8]([O:11][CH2:12][CH3:13])(=[O:10])[CH3:9].N1([C:19]([C@@H:21]([NH:24][C:25](=[O:34])[O:26][CH2:27][C:28]2[CH:33]=[CH:32][CH:31]=[CH:30][CH:29]=2)[CH2:22][CH3:23])=[O:20])C=CN=C1.C(OC(N[C@@H](CC)C(O)=O)=O)C1C=CC=CC=1. The catalyst is O1CCCC1.O.C(O)(=O)C. The product is [CH2:27]([O:26][C:25]([NH:24][C@@H:21]([CH2:22][CH3:23])[C:19](=[O:20])[CH2:9][C:8]([O:11][CH2:12][CH3:13])=[O:10])=[O:34])[C:28]1[CH:33]=[CH:32][CH:31]=[CH:30][CH:29]=1. The yield is 0.570. (3) The reactants are [Cl:1][C:2]1[C:3]([C:32]2[C:40]3[C:35](=[CH:36][CH:37]=[CH:38][CH:39]=3)[N:34](S(C3C=CC=CC=3)(=O)=O)[CH:33]=2)=[N:4][C:5]([NH:8][CH:9]2[CH2:14][CH2:13][CH2:12][N:11]([C:15]([C:17]3[CH:22]=[CH:21][C:20]([NH:23][C:24](=[O:31])/[CH:25]=[CH:26]/[CH2:27][N:28]([CH3:30])[CH3:29])=[CH:19][CH:18]=3)=[O:16])[CH2:10]2)=[N:6][CH:7]=1.[OH-].[Na+]. The catalyst is O1CCOCC1.C(Cl)Cl. The product is [Cl:1][C:2]1[C:3]([C:32]2[C:40]3[C:35](=[CH:36][CH:37]=[CH:38][CH:39]=3)[NH:34][CH:33]=2)=[N:4][C:5]([NH:8][CH:9]2[CH2:14][CH2:13][CH2:12][N:11]([C:15]([C:17]3[CH:18]=[CH:19][C:20]([NH:23][C:24](=[O:31])/[CH:25]=[CH:26]/[CH2:27][N:28]([CH3:29])[CH3:30])=[CH:21][CH:22]=3)=[O:16])[CH2:10]2)=[N:6][CH:7]=1. The yield is 0.100.